Dataset: Forward reaction prediction with 1.9M reactions from USPTO patents (1976-2016). Task: Predict the product of the given reaction. (1) Given the reactants [NH2:1][C:2]1[N:6]([CH3:7])[C:5]([SH:8])=[N:4][C:3]=1[C:9]([NH2:11])=[O:10].[Br:12][C:13]1[CH:18]=[C:17]2[O:19][CH2:20][O:21][C:16]2=[CH:15][C:14]=1Br.CC([O-])(C)C.[K+].O(C1C=CC=CC=1P(C1C=CC=CC=1)C1C=CC=CC=1)C1C=CC=CC=1P(C1C=CC=CC=1)C1C=CC=CC=1, predict the reaction product. The product is: [NH2:1][C:2]1[N:6]([CH3:7])[C:5]([S:8][C:14]2[C:13]([Br:12])=[CH:18][C:17]3[O:19][CH2:20][O:21][C:16]=3[CH:15]=2)=[N:4][C:3]=1[C:9]([NH2:11])=[O:10]. (2) Given the reactants COC1C=CC(CN(C)[N:9]2[CH:14]=[CH:13][C:12]([O:15][C:16]3[CH:25]=[C:24]4[C:19]([CH2:20][CH2:21][CH:22]([C:26]([OH:28])=O)[CH2:23]4)=[CH:18][CH:17]=3)=[CH:11][CH2:10]2)=CC=1.[C:32]([C:36]1[CH:37]=[C:38]([CH:40]=[CH:41][CH:42]=1)[NH2:39])([CH3:35])([CH3:34])[CH3:33].CCN=C=N[CH2:48][CH2:49][CH2:50][N:51]([CH3:53])C, predict the reaction product. The product is: [C:32]([C:36]1[CH:37]=[C:38]([NH:39][C:26]([CH:22]2[CH2:21][CH2:20][C:19]3[C:24](=[CH:25][C:16]([O:15][C:12]4[CH:11]=[CH:10][N:9]=[C:14]([N:51]([CH2:50][C:49]5[CH:48]=[CH:13][C:12]([O:15][CH3:16])=[CH:11][CH:10]=5)[CH3:53])[CH:13]=4)=[CH:17][CH:18]=3)[CH2:23]2)=[O:28])[CH:40]=[CH:41][CH:42]=1)([CH3:35])([CH3:33])[CH3:34]. (3) Given the reactants B(Br)(Br)Br.C[O:6][C:7]1[CH:8]=[C:9]([C:17]2[S:18][C:19]([C:22]3[CH:27]=[CH:26][CH:25]=[CH:24][CH:23]=3)=[CH:20][CH:21]=2)[C:10]2[C:15]([CH:16]=1)=[CH:14][CH:13]=[CH:12][CH:11]=2.O, predict the reaction product. The product is: [C:22]1([C:19]2[S:18][C:17]([C:9]3[C:10]4[C:15](=[CH:14][CH:13]=[CH:12][CH:11]=4)[CH:16]=[C:7]([OH:6])[CH:8]=3)=[CH:21][CH:20]=2)[CH:27]=[CH:26][CH:25]=[CH:24][CH:23]=1. (4) Given the reactants COC1C=CC(C[N:8]2[C:12]3=[N:13][CH:14]=[CH:15][C:16]([O:17][C:18]4[CH:23]=[CH:22][C:21]([NH2:24])=[CH:20][C:19]=4[F:25])=[C:11]3[C:10]([CH3:26])=[N:9]2)=CC=1.[F:29][C:30]1[CH:35]=[CH:34][C:33]([N:36]2[CH2:40][CH2:39][CH:38]([C:41](O)=[O:42])[C:37]2=[O:44])=[CH:32][CH:31]=1, predict the reaction product. The product is: [F:25][C:19]1[CH:20]=[C:21]([NH:24][C:41]([CH:38]2[CH2:39][CH2:40][N:36]([C:33]3[CH:34]=[CH:35][C:30]([F:29])=[CH:31][CH:32]=3)[C:37]2=[O:44])=[O:42])[CH:22]=[CH:23][C:18]=1[O:17][C:16]1[CH:15]=[CH:14][N:13]=[C:12]2[NH:8][N:9]=[C:10]([CH3:26])[C:11]=12. (5) Given the reactants [C:1]([C:4]1[C:12]2[N:11]=[C:10]([C:13]3[S:17][C:16]([C@H:18]4[CH2:22][CH2:21][CH2:20][N:19]4C(OC(C)(C)C)=O)=[CH:15][CH:14]=3)[NH:9][C:8]=2[CH:7]=[CH:6][CH:5]=1)(=[O:3])[NH2:2], predict the reaction product. The product is: [NH:19]1[CH2:20][CH2:21][CH2:22][C@@H:18]1[C:16]1[S:17][C:13]([C:10]2[NH:9][C:8]3[CH:7]=[CH:6][CH:5]=[C:4]([C:1]([NH2:2])=[O:3])[C:12]=3[N:11]=2)=[CH:14][CH:15]=1. (6) Given the reactants [CH3:1][C:2]([CH3:31])([CH3:30])[C:3]([NH:5][C:6]1[C:11]([CH:12]=[CH:13][CH2:14][C:15]([OH:17])=[O:16])=[CH:10][CH:9]=[C:8]([O:18][CH2:19][CH2:20][CH2:21][CH2:22][O:23][CH:24]2[CH2:29][CH2:28][CH2:27][CH2:26][O:25]2)[N:7]=1)=[O:4].C([O-])(O)=O.[Na+].N#N, predict the reaction product. The product is: [CH3:1][C:2]([CH3:31])([CH3:30])[C:3]([NH:5][C:6]1[C:11]([CH2:12][CH2:13][CH2:14][C:15]([OH:17])=[O:16])=[CH:10][CH:9]=[C:8]([O:18][CH2:19][CH2:20][CH2:21][CH2:22][O:23][CH:24]2[CH2:29][CH2:28][CH2:27][CH2:26][O:25]2)[N:7]=1)=[O:4].